This data is from Full USPTO retrosynthesis dataset with 1.9M reactions from patents (1976-2016). The task is: Predict the reactants needed to synthesize the given product. (1) Given the product [NH2:19][CH2:18][CH2:17][C:13]1[CH:12]=[C:11]([NH:10][C:8]([NH:7][CH2:6][C:5]2[CH:4]=[CH:3][C:2]([F:1])=[CH:28][CH:27]=2)=[O:9])[CH:16]=[CH:15][CH:14]=1, predict the reactants needed to synthesize it. The reactants are: [F:1][C:2]1[CH:28]=[CH:27][C:5]([CH2:6][NH:7][C:8]([NH:10][C:11]2[CH:12]=[C:13]([CH2:17][CH2:18][NH:19]C(=O)OC(C)(C)C)[CH:14]=[CH:15][CH:16]=2)=[O:9])=[CH:4][CH:3]=1.Cl. (2) Given the product [C:15]([O:14][C:12]([N:6]1[C@H:7]([C:9]([OH:11])=[O:10])[CH2:8][C:4]2([CH2:3][CH2:2]2)[CH2:5]1)=[O:13])([CH3:18])([CH3:16])[CH3:17], predict the reactants needed to synthesize it. The reactants are: Br[C:2]1(Br)[C:4]2([CH2:8][C@@H:7]([C:9]([OH:11])=[O:10])[N:6]([C:12]([O:14][C:15]([CH3:18])([CH3:17])[CH3:16])=[O:13])[CH2:5]2)[CH2:3]1.C(N(CC)CC)C. (3) Given the product [CH3:24][O:23][C:20]1[CH:21]=[CH:22][C:17]2[S:16][C:14]3[C:15]4[C:6]([N:7]=[C:8]5[C:13]=3[CH:12]=[CH:11][C:10]([O:25][CH3:26])=[CH:9]5)=[CH:5][CH:4]=[CH:3][C:2]=4[C:18]=2[CH:19]=1, predict the reactants needed to synthesize it. The reactants are: Br[C:2]1[C:15]2[C:6](=[N:7][C:8]3[C:13]([C:14]=2[S:16][C:17]2[CH:22]=[CH:21][C:20]([O:23][CH3:24])=[CH:19][CH:18]=2)=[CH:12][CH:11]=[C:10]([O:25][CH3:26])[CH:9]=3)[CH:5]=[CH:4][CH:3]=1.CC(C)([O-])C.[Na+].C1(P(C2C=CC=CC=2)C2C=CC=CC=2C2C=CC=CC=2N(C)C)C=CC=CC=1. (4) Given the product [C:17]([C:9]1[CH:8]=[CH:7][C:6]2[C:5]3[C:13](=[CH:1][C:2]([C:5]([CH3:6])([CH3:13])[CH3:4])=[CH:3][CH:4]=3)[CH2:12][C:11]=2[CH:10]=1)([CH3:20])([CH3:19])[CH3:18], predict the reactants needed to synthesize it. The reactants are: [CH:1]1[C:13]2[CH2:12][C:11]3[C:6](=[CH:7][CH:8]=[CH:9][CH:10]=3)[C:5]=2[CH:4]=[CH:3][CH:2]=1.C(=S)=S.[C:17](Cl)([CH3:20])([CH3:19])[CH3:18].O. (5) The reactants are: [CH2:1]([C:4]1[C:13]([OH:14])=[CH:12][C:7]([C:8]([O:10][CH3:11])=[O:9])=[CH:6][C:5]=1[C:15]([O:17][CH3:18])=[O:16])[CH:2]=[CH2:3].C([O-])([O-])=O.[Cs+].[Cs+].[CH2:25](Br)[C:26]1[CH:31]=[CH:30][CH:29]=[CH:28][CH:27]=1.O. Given the product [CH2:1]([C:4]1[C:13]([O:14][CH2:25][C:26]2[CH:31]=[CH:30][CH:29]=[CH:28][CH:27]=2)=[CH:12][C:7]([C:8]([O:10][CH3:11])=[O:9])=[CH:6][C:5]=1[C:15]([O:17][CH3:18])=[O:16])[CH:2]=[CH2:3], predict the reactants needed to synthesize it.